Dataset: Forward reaction prediction with 1.9M reactions from USPTO patents (1976-2016). Task: Predict the product of the given reaction. (1) The product is: [Cl:1][C:2]1[CH:7]=[C:6]([CH3:8])[CH:5]=[C:4]([N+:22]([O-:24])=[O:23])[C:3]=1[OH:9]. Given the reactants [Cl:1][C:2]1[CH:7]=[C:6]([CH3:8])[CH:5]=[CH:4][C:3]=1[OH:9].C(OC(C)C)(C)C.S(=O)(=O)(O)O.[N:22]([O-:24])=[O:23].[Na+], predict the reaction product. (2) Given the reactants C(OC(=O)[NH:7][CH2:8][CH2:9][C:10]1[O:11][C:12]([C:15]2[CH:20]=[CH:19][CH:18]=[CH:17][C:16]=2[O:21][CH3:22])=[N:13][N:14]=1)(C)(C)C.FC(F)(F)C(O)=O, predict the reaction product. The product is: [CH3:22][O:21][C:16]1[CH:17]=[CH:18][CH:19]=[CH:20][C:15]=1[C:12]1[O:11][C:10]([CH2:9][CH2:8][NH2:7])=[N:14][N:13]=1. (3) Given the reactants [CH3:1][O:2][C:3]1[CH:4]=[C:5]([CH:8]=[C:9]([O:11][CH3:12])[CH:10]=1)[CH2:6][OH:7].[Cl:13][C:14]1[CH:19]=[N:18][CH:17]=[C:16](Cl)[N:15]=1.O=[O+][O-], predict the reaction product. The product is: [Cl:13][C:14]1[CH:19]=[N:18][CH:17]=[C:16]([O:7][CH2:6][C:5]2[CH:8]=[C:9]([O:11][CH3:12])[CH:10]=[C:3]([O:2][CH3:1])[CH:4]=2)[N:15]=1. (4) Given the reactants [Br:1][C:2]1[CH:3]=[C:4]2[C:10](I)=[N:9][N:8]([CH2:12][O:13][CH2:14][CH2:15][Si:16]([CH3:19])([CH3:18])[CH3:17])[C:5]2=[N:6][CH:7]=1.[C:20]1(B(O)O)[CH:25]=[CH:24][CH:23]=[CH:22][CH:21]=1.C([O-])([O-])=O.[Na+].[Na+].CCO.O, predict the reaction product. The product is: [Br:1][C:2]1[CH:3]=[C:4]2[C:10]([C:20]3[CH:25]=[CH:24][CH:23]=[CH:22][CH:21]=3)=[N:9][N:8]([CH2:12][O:13][CH2:14][CH2:15][Si:16]([CH3:19])([CH3:18])[CH3:17])[C:5]2=[N:6][CH:7]=1. (5) Given the reactants C(O)(C(F)(F)F)=O.C([O:12][C:13]([C@@H:15]1[CH2:19][CH2:18][CH2:17][N:16]1[CH2:20][C:21]1[C:30]([Cl:31])=[C:29]2[C:24]([C:25](=[O:46])[N:26]([CH2:33][C:34]3[CH:39]=[C:38]([Cl:40])[CH:37]=[CH:36][C:35]=3[S:41]([CH2:44][CH3:45])(=[O:43])=[O:42])[C:27](=[O:32])[NH:28]2)=[CH:23][C:22]=1[C:47]([F:50])([F:49])[F:48])=[O:14])(C)(C)C, predict the reaction product. The product is: [Cl:31][C:30]1[C:21]([CH2:20][N:16]2[CH2:17][CH2:18][CH2:19][C@H:15]2[C:13]([OH:14])=[O:12])=[C:22]([C:47]([F:49])([F:48])[F:50])[CH:23]=[C:24]2[C:29]=1[NH:28][C:27](=[O:32])[N:26]([CH2:33][C:34]1[CH:39]=[C:38]([Cl:40])[CH:37]=[CH:36][C:35]=1[S:41]([CH2:44][CH3:45])(=[O:43])=[O:42])[C:25]2=[O:46]. (6) Given the reactants CN([CH:4]=[O:5])C.[N:6]1[CH:11]=[CH:10][CH:9]=[C:8]([NH:12][C:13]2[C:14]([NH2:19])=[CH:15][CH:16]=[CH:17][CH:18]=2)[CH:7]=1, predict the reaction product. The product is: [N:6]1[CH:11]=[CH:10][CH:9]=[C:8]([N:12]2[C:13]3[CH:18]=[CH:17][CH:16]=[CH:15][C:14]=3[NH:19][C:4]2=[O:5])[CH:7]=1. (7) Given the reactants CCN(C(C)C)C(C)C.[F:10][C:11]1[CH:19]=[CH:18][C:14]([C:15]([OH:17])=O)=[CH:13][CH:12]=1.CCN=C=NCCCN(C)C.C1C=CC2N(O)N=NC=2C=1.Cl.[O:42]=[C:43]([N:61]1[CH2:66][CH2:65][NH:64][CH2:63][CH2:62]1)[CH2:44][NH:45][C:46](=[O:60])[C:47]1[CH:52]=[CH:51][C:50]([O:53][C:54]2[CH:59]=[CH:58][CH:57]=[CH:56][CH:55]=2)=[CH:49][CH:48]=1, predict the reaction product. The product is: [F:10][C:11]1[CH:12]=[CH:13][C:14]([C:15]([N:64]2[CH2:65][CH2:66][N:61]([C:43](=[O:42])[CH2:44][NH:45][C:46](=[O:60])[C:47]3[CH:48]=[CH:49][C:50]([O:53][C:54]4[CH:55]=[CH:56][CH:57]=[CH:58][CH:59]=4)=[CH:51][CH:52]=3)[CH2:62][CH2:63]2)=[O:17])=[CH:18][CH:19]=1. (8) Given the reactants [OH:1][CH2:2][CH2:3][S:4][CH2:5][C:6]1[N:7]([CH3:25])[C:8](=[O:24])[C:9]2[C:14]([C:15]=1[C:16]1[CH:21]=[CH:20][CH:19]=[CH:18][CH:17]=1)=[CH:13][C:12]([O:22][CH3:23])=[CH:11][CH:10]=2.ClC1C=CC=C(C(OO)=[O:34])C=1, predict the reaction product. The product is: [OH:1][CH2:2][CH2:3][S:4]([CH2:5][C:6]1[N:7]([CH3:25])[C:8](=[O:24])[C:9]2[C:14]([C:15]=1[C:16]1[CH:17]=[CH:18][CH:19]=[CH:20][CH:21]=1)=[CH:13][C:12]([O:22][CH3:23])=[CH:11][CH:10]=2)=[O:34]. (9) Given the reactants C([O:5][C:6](=[O:24])/[CH:7]=[CH:8]/[C:9]1[CH:13]=[CH:12][N:11]([S:14]([C:17]2[CH:22]=[CH:21][C:20]([CH3:23])=[CH:19][CH:18]=2)(=[O:16])=[O:15])[CH:10]=1)(C)(C)C.FC(F)(F)C(O)=O, predict the reaction product. The product is: [C:20]1([CH3:23])[CH:19]=[CH:18][C:17]([S:14]([N:11]2[CH:12]=[CH:13][C:9](/[CH:8]=[CH:7]/[C:6]([OH:24])=[O:5])=[CH:10]2)(=[O:15])=[O:16])=[CH:22][CH:21]=1. (10) Given the reactants Cl[C:2]1[C:11]2[C:6](=[CH:7][CH:8]=[CH:9][CH:10]=2)[N:5]=[C:4]([N:12]2[CH2:18][C:17]3[CH:19]=[CH:20][C:21]([O:23][CH2:24][CH2:25][CH2:26][OH:27])=[CH:22][C:16]=3[S:15](=[O:29])(=[O:28])[CH2:14][CH2:13]2)[CH:3]=1.[C:30](=[O:37])([O:32][C:33]([CH3:36])([CH3:35])[CH3:34])[NH2:31].CC(C)([O-])C.[Na+], predict the reaction product. The product is: [OH:27][CH2:26][CH2:25][CH2:24][O:23][C:21]1[CH:20]=[CH:19][C:17]2[CH2:18][N:12]([C:4]3[CH:3]=[C:2]([NH:31][C:30](=[O:37])[O:32][C:33]([CH3:36])([CH3:35])[CH3:34])[C:11]4[C:6](=[CH:7][CH:8]=[CH:9][CH:10]=4)[N:5]=3)[CH2:13][CH2:14][S:15](=[O:29])(=[O:28])[C:16]=2[CH:22]=1.